From a dataset of Full USPTO retrosynthesis dataset with 1.9M reactions from patents (1976-2016). Predict the reactants needed to synthesize the given product. (1) Given the product [CH3:1][N:2]([CH3:10])[S:3]([CH2:6][CH2:7][CH2:8][N:12]([CH3:13])[CH3:11])(=[O:5])=[O:4], predict the reactants needed to synthesize it. The reactants are: [CH3:1][N:2]([CH3:10])[S:3]([CH2:6][CH2:7][CH2:8]Cl)(=[O:5])=[O:4].[CH3:11][NH:12][CH3:13].C(=O)([O-])[O-].[K+].[K+].[I-].[K+]. (2) Given the product [CH:56]([N:53]1[CH2:52][CH2:51][N:50]([C:45]2[CH:44]=[CH:43][C:42]([NH:41][C:4](=[O:5])[CH2:3][N:2]([CH3:7])[CH3:1])=[CH:49][C:46]=2[C:47]#[N:48])[CH2:55][CH2:54]1)([C:57]1[CH:58]=[CH:59][CH:60]=[CH:61][CH:62]=1)[C:63]1[CH:68]=[CH:67][CH:66]=[CH:65][CH:64]=1, predict the reactants needed to synthesize it. The reactants are: [CH3:1][N:2]([CH3:7])[CH2:3][C:4](O)=[O:5].CCN(C(C)C)C(C)C.CN(C(ON1N=NC2C=CC=NC1=2)=[N+](C)C)C.F[P-](F)(F)(F)(F)F.[NH2:41][C:42]1[CH:43]=[CH:44][C:45]([N:50]2[CH2:55][CH2:54][N:53]([CH:56]([C:63]3[CH:68]=[CH:67][CH:66]=[CH:65][CH:64]=3)[C:57]3[CH:62]=[CH:61][CH:60]=[CH:59][CH:58]=3)[CH2:52][CH2:51]2)=[C:46]([CH:49]=1)[C:47]#[N:48]. (3) Given the product [CH3:10][C:11]1[N:16]=[C:15]([NH:17][C:2]2[CH:7]=[CH:6][CH:5]=[CH:4][N:3]=2)[CH:14]=[CH:13][CH:12]=1, predict the reactants needed to synthesize it. The reactants are: Br[C:2]1[C:7](OC)=[CH:6][CH:5]=[CH:4][N:3]=1.[CH3:10][C:11]1[N:16]=[C:15]([NH2:17])[CH:14]=[CH:13][CH:12]=1.C1C=CC(P(C2C(C3C(P(C4C=CC=CC=4)C4C=CC=CC=4)=CC=C4C=3C=CC=C4)=C3C(C=CC=C3)=CC=2)C2C=CC=CC=2)=CC=1.CC(C)([O-])C.[Na+]. (4) Given the product [Cl:13][C:3]1[C:2]([NH:1][S:24]([CH2:23][CH:22]([CH3:28])[CH3:21])(=[O:26])=[O:25])=[CH:11][CH:10]=[C:9]([F:12])[C:4]=1[C:5]([OH:7])=[O:6], predict the reactants needed to synthesize it. The reactants are: [NH2:1][C:2]1[C:3]([Cl:13])=[C:4]([C:9]([F:12])=[CH:10][CH:11]=1)[C:5]([O:7]C)=[O:6].C(N(CC)CC)C.[CH3:21][CH:22]([CH3:28])[CH2:23][S:24](Cl)(=[O:26])=[O:25].[OH-].[Na+]. (5) Given the product [CH:31]1[C:29]2[C:30]3[CH:22]=[C:23]4[C:24]([C:35](=[O:40])[C:36]5[CH:44]=[CH:43][CH:42]=[CH:41][C:37]=5[C:38]4=[O:39])=[CH:25][C:26]=3[S:27][C:28]=2[CH:34]=[CH:33][CH:32]=1, predict the reactants needed to synthesize it. The reactants are: C1C2C3C=C4C(C=C5C(=C4)C=CC=C5)=CC=3SC=2C=CC=1.[CH:22]1[C:30]2[C:29]3[CH:31]=[CH:32][CH:33]=[CH:34][C:28]=3[S:27][C:26]=2[CH:25]=[CH:24][CH:23]=1.[C:35]1(=O)[O:40][C:38](=[O:39])[C:37]2=[CH:41][CH:42]=[CH:43][CH:44]=[C:36]12.[Cl-].[Al+3].[Cl-].[Cl-].P(Cl)(Cl)(Cl)(Cl)Cl. (6) Given the product [F:12][C:2]([F:1])([F:13])[C:3]1[CH:8]=[CH:7][N:6]=[CH:5][C:4]=1[C:9]([NH:21][C:20]1[CH:22]=[CH:23][C:17]([O:16][CH2:14][CH3:15])=[CH:18][C:19]=1[N+:24]([O-:26])=[O:25])=[O:11], predict the reactants needed to synthesize it. The reactants are: [F:1][C:2]([F:13])([F:12])[C:3]1[CH:8]=[CH:7][N:6]=[CH:5][C:4]=1[C:9]([OH:11])=O.[CH2:14]([O:16][C:17]1[CH:23]=[CH:22][C:20]([NH2:21])=[C:19]([N+:24]([O-:26])=[O:25])[CH:18]=1)[CH3:15].Cl.CN(C)CCCN=C=NCC. (7) The reactants are: CC1(C)N([O])C(C)(C)CCC1.[C:12]([O:16][C:17]([N:19]1[C@H:23]([CH2:24][OH:25])[CH2:22][C@@H:21]([CH:26]([CH3:28])[CH3:27])[C@@H:20]1[C:29]1[CH:34]=[CH:33][C:32]([O:35][CH3:36])=[C:31]([O:37][CH2:38][CH2:39][CH2:40][O:41][CH3:42])[CH:30]=1)=[O:18])([CH3:15])([CH3:14])[CH3:13].C(=O)([O-])O.[Na+].[Br-].[K+].Cl[O-].[Na+].S([O-])([O-])=O.[Na+].[Na+]. Given the product [C:12]([O:16][C:17]([N:19]1[C@H:23]([CH:24]=[O:25])[CH2:22][C@@H:21]([CH:26]([CH3:28])[CH3:27])[C@@H:20]1[C:29]1[CH:34]=[CH:33][C:32]([O:35][CH3:36])=[C:31]([O:37][CH2:38][CH2:39][CH2:40][O:41][CH3:42])[CH:30]=1)=[O:18])([CH3:15])([CH3:14])[CH3:13], predict the reactants needed to synthesize it.